Dataset: Full USPTO retrosynthesis dataset with 1.9M reactions from patents (1976-2016). Task: Predict the reactants needed to synthesize the given product. (1) Given the product [NH2:11][C:8]1[S:9][CH:10]=[C:6]([CH2:5][C:4]([NH2:13])=[O:3])[N:7]=1, predict the reactants needed to synthesize it. The reactants are: C([O:3][C:4](=O)[CH2:5][C:6]1[N:7]=[C:8]([NH2:11])[S:9][CH:10]=1)C.[NH4+:13].[OH-]. (2) The reactants are: N#N.[O:3]=[C:4]([CH3:12])[CH2:5][CH2:6][CH2:7][CH2:8][C:9]([OH:11])=O.CCN(CC)CC.ClC(OCC(C)C)=O.Cl.[CH3:29][O:30][C:31](=[O:36])[C@H:32]([CH2:34][OH:35])[NH2:33]. Given the product [CH3:29][O:30][C:31](=[O:36])[CH:32]([NH:33][C:9](=[O:11])[CH2:8][CH2:7][CH2:6][CH2:5][C:4](=[O:3])[CH3:12])[CH2:34][OH:35], predict the reactants needed to synthesize it. (3) The reactants are: [CH2:1]([CH:4]1[C:10]2[CH:11]=[CH:12][C:13]([O:15][CH3:16])=[CH:14][C:9]=2[CH2:8][CH2:7][CH2:6][C:5]1=[O:17])[CH:2]=[CH2:3]. Given the product [CH3:16][O:15][C:13]1[CH:12]=[CH:11][C:10]2[CH:4]([CH2:1][CH2:2][CH3:3])[C:5](=[O:17])[CH2:6][CH2:7][CH2:8][C:9]=2[CH:14]=1, predict the reactants needed to synthesize it. (4) Given the product [O:1]1[CH2:6][CH2:5][N:4]([CH2:7][CH2:8][NH:9][C:10](=[O:39])[O:11][C@@H:12]2[CH2:28][C@@H:27]3[C@@:15]([CH3:38])([C@@H:16]4[C@@H:24]([CH2:25][CH2:26]3)[C:23]3[C@@:19]([CH3:37])([C@@H:20]([C:30]5[CH:31]=[CH:32][C:33](=[O:36])[O:34][CH:35]=5)[CH2:21][CH:22]=3)[CH2:18][CH2:17]4)[CH2:14][CH2:13]2)[CH2:3][CH2:2]1, predict the reactants needed to synthesize it. The reactants are: [O:1]1[CH2:6][CH2:5][N:4]([CH2:7][CH2:8][NH:9][C:10](=[O:39])[O:11][C@@H:12]2[CH2:28][C@@H:27]3[C@@:15]([CH3:38])([C@@H:16]4[C@@H:24]([CH2:25][CH2:26]3)[C@:23]3(O)[C@@:19]([CH3:37])([C@@H:20]([C:30]5[CH:31]=[CH:32][C:33](=[O:36])[O:34][CH:35]=5)[CH2:21][CH2:22]3)[CH2:18][CH2:17]4)[CH2:14][CH2:13]2)[CH2:3][CH2:2]1.O=S(Cl)Cl. (5) Given the product [F:1][C:2]1[CH:3]=[CH:4][C:5]([O:11][CH2:12][C:13]2[CH:18]=[CH:17][CH:16]=[CH:15][CH:14]=2)=[C:6]([CH:10]=1)[C:7]([NH:25][C:21]1[CH:20]=[N:19][CH:24]=[CH:23][CH:22]=1)=[O:9], predict the reactants needed to synthesize it. The reactants are: [F:1][C:2]1[CH:3]=[CH:4][C:5]([O:11][CH2:12][C:13]2[CH:18]=[CH:17][CH:16]=[CH:15][CH:14]=2)=[C:6]([CH:10]=1)[C:7]([OH:9])=O.[N:19]1[CH:24]=[CH:23][CH:22]=[C:21]([NH2:25])[CH:20]=1.C(Cl)CCl.O.